From a dataset of Forward reaction prediction with 1.9M reactions from USPTO patents (1976-2016). Predict the product of the given reaction. (1) Given the reactants [C:1]([C:3]1[CH:8]=[CH:7][C:6]([CH2:9]O)=[CH:5][CH:4]=1)#[CH:2].P(Br)(Br)[Br:12], predict the reaction product. The product is: [Br:12][CH2:9][C:6]1[CH:7]=[CH:8][C:3]([C:1]#[CH:2])=[CH:4][CH:5]=1. (2) Given the reactants O.[F-].C([N+](C)(C)C)C1C=CC=CC=1.[CH2:14]([C:21]1([N:47]([CH3:49])[CH3:48])[CH2:26][CH2:25][CH:24]([CH2:27][O:28][CH2:29][C:30]2[C:38]3[C:33](=[CH:34][CH:35]=[C:36]([F:39])[CH:37]=3)[NH:32][C:31]=2[Si](CC)(CC)CC)[CH2:23][CH2:22]1)[C:15]1[CH:20]=[CH:19][CH:18]=[CH:17][CH:16]=1, predict the reaction product. The product is: [CH2:14]([C:21]1([N:47]([CH3:48])[CH3:49])[CH2:22][CH2:23][CH:24]([CH2:27][O:28][CH2:29][C:30]2[C:38]3[C:33](=[CH:34][CH:35]=[C:36]([F:39])[CH:37]=3)[NH:32][CH:31]=2)[CH2:25][CH2:26]1)[C:15]1[CH:20]=[CH:19][CH:18]=[CH:17][CH:16]=1.